This data is from Catalyst prediction with 721,799 reactions and 888 catalyst types from USPTO. The task is: Predict which catalyst facilitates the given reaction. (1) Reactant: [NH2:1][C:2]1[CH:7]=[CH:6][C:5]([N:8]([CH2:16][CH2:17][C:18]2[CH:23]=[CH:22][CH:21]=[CH:20][N:19]=2)[C:9](=[O:15])[O:10][C:11]([CH3:14])([CH3:13])[CH3:12])=[CH:4][CH:3]=1.[F:24][C:25]1[CH:30]=[CH:29][C:28]([C:31]2[CH2:36][CH2:35][CH2:34][CH2:33][C:32]=2[C:37](O)=[O:38])=[CH:27][CH:26]=1.O.ON1C2C=CC=CC=2N=N1.CN(C)CCCN=C=NCC. Product: [F:24][C:25]1[CH:26]=[CH:27][C:28]([C:31]2[CH2:36][CH2:35][CH2:34][CH2:33][C:32]=2[C:37]([NH:1][C:2]2[CH:7]=[CH:6][C:5]([N:8]([CH2:16][CH2:17][C:18]3[CH:23]=[CH:22][CH:21]=[CH:20][N:19]=3)[C:9](=[O:15])[O:10][C:11]([CH3:13])([CH3:14])[CH3:12])=[CH:4][CH:3]=2)=[O:38])=[CH:29][CH:30]=1. The catalyst class is: 30. (2) Reactant: CN(C)C=O.[NH2:6][C:7](=[S:33])[NH:8][C:9]([C:11]1[N:12]([CH2:22][C:23]2[CH:28]=[CH:27][C:26]([C:29]([O:31][CH3:32])=[O:30])=[CH:25][CH:24]=2)[C:13]2[C:18]([CH:19]=1)=[CH:17][C:16]([CH3:20])=[CH:15][C:14]=2[CH3:21])=[O:10].Br[CH:35]([CH2:49][CH2:50][CH:51]1[CH2:56][CH2:55][CH2:54][CH2:53][CH2:52]1)[C:36]([C:38]1[CH:43]=[C:42]([O:44][CH3:45])[C:41]([Cl:46])=[CH:40][C:39]=1[O:47][CH3:48])=O.C(N(CC)CC)C. Product: [CH3:32][O:31][C:29](=[O:30])[C:26]1[CH:27]=[CH:28][C:23]([CH2:22][N:12]2[C:13]3[C:18](=[CH:17][C:16]([CH3:20])=[CH:15][C:14]=3[CH3:21])[CH:19]=[C:11]2[C:9]([NH:8][C:7]2[S:33][C:35]([CH2:49][CH2:50][CH:51]3[CH2:52][CH2:53][CH2:54][CH2:55][CH2:56]3)=[C:36]([C:38]3[CH:43]=[C:42]([O:44][CH3:45])[C:41]([Cl:46])=[CH:40][C:39]=3[O:47][CH3:48])[N:6]=2)=[O:10])=[CH:24][CH:25]=1. The catalyst class is: 97. (3) Reactant: O.[OH-].[Li+].C[O:5][C:6]([C:8]1[N:12]=[C:11]([C:13]2[CH:18]=[CH:17][C:16]([C:19]#[N:20])=[CH:15][N:14]=2)[N:10]([C:21]2[CH:22]=[N:23][C:24]([O:27][CH3:28])=[CH:25][CH:26]=2)[N:9]=1)=[O:7].Cl. Product: [C:19]([C:16]1[CH:17]=[CH:18][C:13]([C:11]2[N:10]([C:21]3[CH:22]=[N:23][C:24]([O:27][CH3:28])=[CH:25][CH:26]=3)[N:9]=[C:8]([C:6]([OH:7])=[O:5])[N:12]=2)=[N:14][CH:15]=1)#[N:20]. The catalyst class is: 30.